This data is from Reaction yield outcomes from USPTO patents with 853,638 reactions. The task is: Predict the reaction yield, written as a fraction of the theoretical maximum amount of product (1.0 means a 100% yield; for example, 0.34 means a 34% yield). (1) The reactants are [F:1][C:2]1[C:7]([C:8]2[CH:13]=[CH:12][CH:11]=[C:10]([C:14](=[O:16])[CH3:15])[CH:9]=2)=[C:6]([N+:17]([O-])=O)[CH:5]=[CH:4][CH:3]=1.[C:20]1(P(C2C=CC=CC=2)C2C=CC=CC=2)[CH:25]=CC=C[CH:21]=1. The product is [F:1][C:2]1[CH:3]=[CH:4][CH:5]=[C:6]2[C:7]=1[C:8]1[CH:9]=[C:10]([C:14](=[O:16])[CH3:15])[CH:11]=[CH:12][C:13]=1[N:17]2[CH2:21][CH2:20][CH3:25]. The yield is 0.460. The catalyst is ClC1C=CC=CC=1. (2) The reactants are [CH3:1][O:2][C:3]1[CH:28]=[CH:27][C:6]([CH2:7][N:8]2[C:12]3=[N:13][CH:14]=[CH:15][C:16]([O:17][C:18]4[CH:23]=[CH:22][C:21]([NH2:24])=[CH:20][C:19]=4[F:25])=[C:11]3[C:10]([I:26])=[N:9]2)=[CH:5][CH:4]=1.[CH3:29][N:30]1[CH2:34][CH2:33][CH:32]([C:35](O)=[O:36])[C:31]1=[O:38].Cl.C(N=C=NCCCN(C)C)C.N1(O)C2C=CC=CC=2N=N1.C(N(C(C)C)C(C)C)C. The catalyst is C1COCC1. The product is [F:25][C:19]1[CH:20]=[C:21]([NH:24][C:35]([CH:32]2[CH2:33][CH2:34][N:30]([CH3:29])[C:31]2=[O:38])=[O:36])[CH:22]=[CH:23][C:18]=1[O:17][C:16]1[CH:15]=[CH:14][N:13]=[C:12]2[N:8]([CH2:7][C:6]3[CH:5]=[CH:4][C:3]([O:2][CH3:1])=[CH:28][CH:27]=3)[N:9]=[C:10]([I:26])[C:11]=12. The yield is 0.956. (3) The reactants are Cl[C:2](Cl)=[CH:3][C:4]1[CH:9]=[C:8]([F:10])[CH:7]=[CH:6][C:5]=1[F:11].C([Li])CCC. The catalyst is C1COCC1. The product is [C:3]([C:4]1[CH:9]=[C:8]([F:10])[CH:7]=[CH:6][C:5]=1[F:11])#[CH:2]. The yield is 0.510. (4) The reactants are Br[CH2:2][C:3]1[CH:8]=[CH:7][C:6]([C:9]([C:11]2[CH:16]=[CH:15][C:14]([CH2:17]Br)=[C:13]([Cl:19])[CH:12]=2)=[O:10])=[CH:5][C:4]=1[Cl:20].[NH:21]1[CH2:25][CH2:24][CH2:23][CH2:22]1.[CH2:26]([N:28](CC)[CH2:29][CH3:30])[CH3:27]. The catalyst is CC#N. The product is [Cl:20][C:4]1[CH:5]=[C:6]([C:9]([C:11]2[CH:16]=[CH:15][C:14]([CH2:17][N:28]3[CH2:29][CH2:30][CH2:27][CH2:26]3)=[C:13]([Cl:19])[CH:12]=2)=[O:10])[CH:7]=[CH:8][C:3]=1[CH2:2][N:21]1[CH2:25][CH2:24][CH2:23][CH2:22]1. The yield is 0.880.